From a dataset of NCI-60 drug combinations with 297,098 pairs across 59 cell lines. Regression. Given two drug SMILES strings and cell line genomic features, predict the synergy score measuring deviation from expected non-interaction effect. (1) Drug 1: C1CC2CC3=C(CC1C24CN(S(=O)(=O)N4)CC(F)(F)F)C=CC(=C3)C=CCN5CCC(CC5)C(F)(F)F. Drug 2: CCC1=CC2CC(C3=C(CN(C2)C1)C4=CC=CC=C4N3)(C5=C(C=C6C(=C5)C78CCN9C7C(C=CC9)(C(C(C8N6C)(C(=O)OC)O)OC(=O)C)CC)OC)C(=O)OC. Cell line: HT29. Synergy scores: CSS=84.3, Synergy_ZIP=2.39, Synergy_Bliss=2.84, Synergy_Loewe=0.495, Synergy_HSA=5.26. (2) Synergy scores: CSS=42.8, Synergy_ZIP=2.19, Synergy_Bliss=3.62, Synergy_Loewe=-23.2, Synergy_HSA=0.364. Drug 2: CCCCCOC(=O)NC1=NC(=O)N(C=C1F)C2C(C(C(O2)C)O)O. Drug 1: CN(CC1=CN=C2C(=N1)C(=NC(=N2)N)N)C3=CC=C(C=C3)C(=O)NC(CCC(=O)O)C(=O)O. Cell line: ACHN. (3) Drug 1: CC(C1=C(C=CC(=C1Cl)F)Cl)OC2=C(N=CC(=C2)C3=CN(N=C3)C4CCNCC4)N. Drug 2: C1C(C(OC1N2C=NC(=NC2=O)N)CO)O. Cell line: UO-31. Synergy scores: CSS=10.2, Synergy_ZIP=-2.80, Synergy_Bliss=2.02, Synergy_Loewe=3.61, Synergy_HSA=4.15. (4) Drug 1: CC1=C(C(=CC=C1)Cl)NC(=O)C2=CN=C(S2)NC3=CC(=NC(=N3)C)N4CCN(CC4)CCO. Drug 2: CC(C)NC(=O)C1=CC=C(C=C1)CNNC.Cl. Cell line: NCI-H226. Synergy scores: CSS=3.88, Synergy_ZIP=-0.0338, Synergy_Bliss=3.34, Synergy_Loewe=-6.42, Synergy_HSA=-0.197.